From a dataset of Retrosynthesis with 50K atom-mapped reactions and 10 reaction types from USPTO. Predict the reactants needed to synthesize the given product. (1) Given the product N#CCCCCOc1ccc(C=NNC(=N)N)cc1Cl, predict the reactants needed to synthesize it. The reactants are: N#CCCCCOc1ccc(C=O)cc1Cl.N=C(N)NN. (2) Given the product O=C(Nc1ccccc1)N(CCCn1ccnc1)C1=Nc2cccc3cccc1c23, predict the reactants needed to synthesize it. The reactants are: O=C=Nc1ccccc1.c1cc2c3c(cccc3c1)C(NCCCn1ccnc1)=N2. (3) The reactants are: CCC(=O)NCCN1C(=O)C2(CCC2)Sc2cc(C)c(C(=O)N(C(C)C)[C@@H]3CCCN(C(=O)OC(C)(C)C)C3)cc21. Given the product CCC(=O)NCCN1C(=O)C2(CCC2)Sc2cc(C)c(C(=O)N(C(C)C)[C@@H]3CCCNC3)cc21, predict the reactants needed to synthesize it. (4) Given the product Cc1c(Cc2cc(Cl)cc(Cl)c2)c(N)nn1CCO, predict the reactants needed to synthesize it. The reactants are: Cc1c(Cc2cc(Cl)cc(Cl)c2)c(NC(=O)OC(C)(C)C)nn1CCO. (5) Given the product CCOC(=O)CCC1(CCC(=O)OCC)OC(CS)CS1, predict the reactants needed to synthesize it. The reactants are: CCOC(=O)CCC1(CCC(=O)OCC)OC(CSC(C)=O)CS1.